The task is: Predict which catalyst facilitates the given reaction.. This data is from Catalyst prediction with 721,799 reactions and 888 catalyst types from USPTO. (1) Reactant: [Cl:1][C:2]1[CH:3]=[C:4]([CH2:9][C:10]([O:12][CH2:13][CH3:14])=[O:11])[CH:5]=[C:6]([CH3:8])[CH:7]=1.[CH:15](OCC)=[O:16]. Product: [O:16]=[CH:15][CH:9]([C:4]1[CH:5]=[C:6]([CH3:8])[CH:7]=[C:2]([Cl:1])[CH:3]=1)[C:10]([O:12][CH2:13][CH3:14])=[O:11]. The catalyst class is: 27. (2) Reactant: [Cl:1][C:2]1[CH:3]=[C:4]([C:9]#[C:10][Si](C)(C)C)[CH:5]=[C:6]([Cl:8])[CH:7]=1.[OH-].[K+]. Product: [Cl:1][C:2]1[CH:3]=[C:4]([C:9]#[CH:10])[CH:5]=[C:6]([Cl:8])[CH:7]=1. The catalyst class is: 5. (3) Reactant: [N:1]1[CH:6]=[CH:5][CH:4]=[CH:3][C:2]=1[C:7]12[O:25][CH2:24][CH2:23][CH:8]1[CH2:9][N:10](C(OCC1C=CC=CC=1)=O)[CH2:11][CH2:12]2. Product: [N:1]1[CH:6]=[CH:5][CH:4]=[CH:3][C:2]=1[C:7]12[O:25][CH2:24][CH2:23][CH:8]1[CH2:9][NH:10][CH2:11][CH2:12]2. The catalyst class is: 19. (4) Reactant: [NH:1]1[CH2:6][CH2:5][CH:4]([C:7]2[NH:11][N:10]=[C:9]([C:12]3[CH:17]=[CH:16][C:15]([C:18]([F:21])([F:20])[F:19])=[CH:14][CH:13]=3)[C:8]=2[C:22]2[CH:27]=[CH:26][N:25]=[CH:24][CH:23]=2)[CH2:3][CH2:2]1.[CH3:28][C:29](O)=O.[BH-](OC(C)=O)(OC(C)=O)O[C:34](C)=O.[Na+].[OH-].[Na+]. Product: [CH3:34][CH:29]([N:1]1[CH2:6][CH2:5][CH:4]([C:7]2[NH:11][N:10]=[C:9]([C:12]3[CH:13]=[CH:14][C:15]([C:18]([F:20])([F:19])[F:21])=[CH:16][CH:17]=3)[C:8]=2[C:22]2[CH:23]=[CH:24][N:25]=[CH:26][CH:27]=2)[CH2:3][CH2:2]1)[CH3:28]. The catalyst class is: 21. (5) Reactant: [Cl:1][C:2]1[CH:3]=[N:4][C:5]2[C:10]([CH:11]=1)=[CH:9][C:8]([CH2:12][OH:13])=[CH:7][C:6]=2I.[CH3:15][S:16]([O-:18])=[O:17].[Na+].[Na+].N1CCC[C@H]1C([O-])=O. Product: [Cl:1][C:2]1[CH:3]=[N:4][C:5]2[C:10]([CH:11]=1)=[CH:9][C:8]([CH2:12][OH:13])=[CH:7][C:6]=2[S:16]([CH3:15])(=[O:18])=[O:17]. The catalyst class is: 846. (6) Reactant: Br[CH:2]1[C:7]([CH3:8])=[CH:6][CH2:5][CH2:4][CH2:3]1.[N-:9]=[N+:10]=[N-:11].[Na+].O. Product: [N:9]([CH:2]1[C:7]([CH3:8])=[CH:6][CH2:5][CH2:4][CH2:3]1)=[N+:10]=[N-:11]. The catalyst class is: 3.